Dataset: Catalyst prediction with 721,799 reactions and 888 catalyst types from USPTO. Task: Predict which catalyst facilitates the given reaction. (1) Reactant: Br[CH2:2][C:3]([C:5]1[CH:10]=[CH:9][CH:8]=[CH:7][C:6]=1[Cl:11])=O.[N:12]1([C:17]2[CH:18]=[C:19]([NH:23][C:24]([NH2:26])=[S:25])[CH:20]=[CH:21][CH:22]=2)[CH:16]=[CH:15][N:14]=[CH:13]1.C(OCC)(=O)C.C(=O)([O-])[O-].[K+].[K+]. Product: [Cl:11][C:6]1[CH:7]=[CH:8][CH:9]=[CH:10][C:5]=1[C:3]1[N:26]=[C:24]([NH:23][C:19]2[CH:20]=[CH:21][CH:22]=[C:17]([N:12]3[CH:16]=[CH:15][N:14]=[CH:13]3)[CH:18]=2)[S:25][CH:2]=1. The catalyst class is: 8. (2) Reactant: [Cl:1][C:2]1[C:3]([CH2:8][NH:9][C:10]([CH:12]2[CH2:17][CH2:16][N:15]([CH3:18])[CH2:14][CH2:13]2)=O)=[N:4][CH:5]=[CH:6][N:7]=1.P(Cl)(Cl)(Cl)=O. Product: [Cl:1][C:2]1[C:3]2[N:4]([C:10]([CH:12]3[CH2:17][CH2:16][N:15]([CH3:18])[CH2:14][CH2:13]3)=[N:9][CH:8]=2)[CH:5]=[CH:6][N:7]=1. The catalyst class is: 10.